From a dataset of Full USPTO retrosynthesis dataset with 1.9M reactions from patents (1976-2016). Predict the reactants needed to synthesize the given product. (1) Given the product [CH2:28]([N:25]([CH2:26][CH3:27])[C:23](=[O:24])[NH:22][C:18]1[CH:17]=[C:16]([CH:11]2[C:10]([CH3:30])([CH3:31])[CH2:9][C:8]3[C:13](=[CH:14][CH:15]=[C:6]([C:4]([OH:5])=[O:3])[CH:7]=3)[NH:12]2)[CH:21]=[CH:20][CH:19]=1)[CH3:29], predict the reactants needed to synthesize it. The reactants are: C([O:3][C:4]([C:6]1[CH:7]=[C:8]2[C:13](=[CH:14][CH:15]=1)[NH:12][CH:11]([C:16]1[CH:21]=[CH:20][CH:19]=[C:18]([NH:22][C:23]([N:25]([CH2:28][CH3:29])[CH2:26][CH3:27])=[O:24])[CH:17]=1)[C:10]([CH3:31])([CH3:30])[CH2:9]2)=[O:5])C.Cl. (2) Given the product [C:1]([C:3]1[CH:4]=[C:5]2[C:10](=[CH:11][CH:12]=1)[N:9]([CH2:28][C:27]1[S:23][CH:24]=[N:25][CH:26]=1)[CH2:8][C@@H:7]([NH:13][S:14]([C:17]1[CH:22]=[CH:21][CH:20]=[CH:19][CH:18]=1)(=[O:16])=[O:15])[CH2:6]2)#[N:2], predict the reactants needed to synthesize it. The reactants are: [C:1]([C:3]1[CH:4]=[C:5]2[C:10](=[CH:11][CH:12]=1)[NH:9][CH2:8][C@@H:7]([NH:13][S:14]([C:17]1[CH:22]=[CH:21][CH:20]=[CH:19][CH:18]=1)(=[O:16])=[O:15])[CH2:6]2)#[N:2].[S:23]1[C:27]([CH:28]=O)=[CH:26][N:25]=[CH:24]1.C(O)(C(F)(F)F)=O.[SiH](CC)(CC)CC.